This data is from Peptide-MHC class I binding affinity with 185,985 pairs from IEDB/IMGT. The task is: Regression. Given a peptide amino acid sequence and an MHC pseudo amino acid sequence, predict their binding affinity value. This is MHC class I binding data. The peptide sequence is IELPEKDSW. The MHC is HLA-A11:01 with pseudo-sequence HLA-A11:01. The binding affinity (normalized) is 0.